This data is from Full USPTO retrosynthesis dataset with 1.9M reactions from patents (1976-2016). The task is: Predict the reactants needed to synthesize the given product. (1) Given the product [NH2:37][C:30]1[CH:29]=[C:28]([C:9]2[C:10]3[NH:14][C:13](=[O:15])[NH:12][C:11]=3[CH:16]=[C:7]([C:6]3[C:2]([CH3:1])=[N:3][O:4][C:5]=3[CH3:26])[CH:8]=2)[C:33]([CH:34]2[CH2:36][CH2:35]2)=[N:32][CH:31]=1, predict the reactants needed to synthesize it. The reactants are: [CH3:1][C:2]1[C:6]([C:7]2[CH:8]=[C:9](B3OC(C)(C)C(C)(C)O3)[C:10]3[NH:14][C:13](=[O:15])[NH:12][C:11]=3[CH:16]=2)=[C:5]([CH3:26])[O:4][N:3]=1.Br[C:28]1[CH:29]=[C:30]([NH2:37])[CH:31]=[N:32][C:33]=1[CH:34]1[CH2:36][CH2:35]1.COCCOC.C([O-])([O-])=O.[Cs+].[Cs+]. (2) Given the product [CH2:28]([N:30]([CH2:47][CH3:48])[CH2:31]/[CH:32]=[CH:33]\[C:2]1[CH:7]=[C:6]([F:8])[CH:5]=[CH:4][C:3]=1[S:9]([CH2:12][C:13]1[C:22]([C:23]([O:25][CH3:26])=[O:24])=[C:21]2[C:16]([C@H:17]3[CH2:27][C@H:18]3[CH2:19][O:20]2)=[CH:15][CH:14]=1)(=[O:11])=[O:10])[CH3:29], predict the reactants needed to synthesize it. The reactants are: Br[C:2]1[CH:7]=[C:6]([F:8])[CH:5]=[CH:4][C:3]=1[S:9]([CH2:12][C:13]1[C:22]([C:23]([O:25][CH3:26])=[O:24])=[C:21]2[C:16]([C@H:17]3[CH2:27][C@H:18]3[CH2:19][O:20]2)=[CH:15][CH:14]=1)(=[O:11])=[O:10].[CH2:28]([N:30]([CH2:47][CH3:48])[CH2:31]/[CH:32]=[CH:33]\[Sn](CCCC)(CCCC)CCCC)[CH3:29].F[B-](F)(F)F.C([PH+](C(C)(C)C)C(C)(C)C)(C)(C)C. (3) Given the product [CH3:44][C:45]1([CH3:61])[C:49]([CH3:51])([CH3:50])[O:48][B:47]([C:12]2[CH2:17][CH2:16][CH:15]([C:18]([O:20][CH2:21][CH3:22])=[O:19])[CH2:14][CH:13]=2)[O:46]1, predict the reactants needed to synthesize it. The reactants are: C[Si](C)(C)[N-][Si](C)(C)C.[Li+].O=[C:12]1[CH2:17][CH2:16][CH:15]([C:18]([O:20][CH2:21][CH3:22])=[O:19])[CH2:14][CH2:13]1.FC(F)(F)S(N(C1C=CC=CC=1)S(C(F)(F)F)(=O)=O)(=O)=O.[CH3:44][C:45]1([CH3:61])[C:49]([CH3:51])([CH3:50])[O:48][B:47]([B:47]2[O:48][C:49]([CH3:51])([CH3:50])[C:45]([CH3:61])([CH3:44])[O:46]2)[O:46]1. (4) Given the product [C:7]1([CH2:6][N:5]([CH2:13][C:14]2[CH:19]=[CH:18][CH:17]=[CH:16][CH:15]=2)[CH2:4][CH2:3][CH2:2][NH:1][CH2:22][CH2:21][C:20]([O:24][CH2:25][CH3:26])=[O:23])[CH:8]=[CH:9][CH:10]=[CH:11][CH:12]=1, predict the reactants needed to synthesize it. The reactants are: [NH2:1][CH2:2][CH2:3][CH2:4][N:5]([CH2:13][C:14]1[CH:19]=[CH:18][CH:17]=[CH:16][CH:15]=1)[CH2:6][C:7]1[CH:12]=[CH:11][CH:10]=[CH:9][CH:8]=1.[C:20]([O:24][CH2:25][CH3:26])(=[O:23])[CH:21]=[CH2:22]. (5) Given the product [ClH:1].[ClH:1].[NH2:12][C@@H:4]([C@@H:3]([OH:2])[CH2:20][CH3:21])[CH2:5][C:6]1[CH:11]=[CH:10][N:9]=[CH:8][CH:7]=1, predict the reactants needed to synthesize it. The reactants are: [ClH:1].[OH:2][C@@H:3]([CH2:20][CH3:21])[C@H:4]([NH:12]C(=O)OC(C)(C)C)[CH2:5][C:6]1[CH:11]=[CH:10][N:9]=[CH:8][CH:7]=1. (6) Given the product [C:1]([O:5][CH:6]([C:10]1[C:19]([CH3:20])=[C:18]([CH2:21][CH3:22])[C:17]2[C:12](=[CH:13][CH:14]=[CH:15][CH:16]=2)[C:11]=1[C:23]1[CH:28]=[CH:27][C:26]([Cl:29])=[CH:25][CH:24]=1)[C:7]([OH:9])=[O:8])([CH3:2])([CH3:3])[CH3:4], predict the reactants needed to synthesize it. The reactants are: [C:1]([O:5][CH:6]([C:10]1[C:19]([CH3:20])=[C:18]([CH:21]=[CH2:22])[C:17]2[C:12](=[CH:13][CH:14]=[CH:15][CH:16]=2)[C:11]=1[C:23]1[CH:28]=[CH:27][C:26]([Cl:29])=[CH:25][CH:24]=1)[C:7]([OH:9])=[O:8])([CH3:4])([CH3:3])[CH3:2]. (7) Given the product [CH2:1]([NH:8][C:9](=[O:10])[C:11]1[CH:16]=[CH:31][C:14]([N:17]2[C:21]([OH:22])=[C:20]([C:25]3[CH:30]=[CH:29][CH:28]=[CH:27][N:26]=3)[CH:19]=[N:18]2)=[CH:13][CH:12]=1)[C:2]1[CH:3]=[CH:4][CH:5]=[CH:6][CH:7]=1, predict the reactants needed to synthesize it. The reactants are: [CH2:1]([NH:8][C:9]([C:11]1[CH:12]=[CH:13][C:14]([NH:17][NH:18][CH:19]=[C:20]([C:25]2[CH:30]=[CH:29][CH:28]=[CH:27][N:26]=2)[C:21](OC)=[O:22])=N[CH:16]=1)=[O:10])[C:2]1[CH:7]=[CH:6][CH:5]=[CH:4][CH:3]=1.[C:31](=O)([O-])[O-].[K+].[K+].